Dataset: Full USPTO retrosynthesis dataset with 1.9M reactions from patents (1976-2016). Task: Predict the reactants needed to synthesize the given product. Given the product [ClH:26].[CH:21]1([C:24]2[O:20][C:19]3[C:2]([N:1]=2)=[CH:3][C:4]2[CH2:10][CH2:9][NH:8][CH2:7][CH2:6][C:5]=2[CH:18]=3)[CH2:23][CH2:22]1, predict the reactants needed to synthesize it. The reactants are: [NH2:1][C:2]1[C:19]([OH:20])=[CH:18][C:5]2[CH2:6][CH2:7][N:8](C(OC(C)(C)C)=O)[CH2:9][CH2:10][C:4]=2[CH:3]=1.[CH:21]1([C:24]([Cl:26])=O)[CH2:23][CH2:22]1.